Dataset: Catalyst prediction with 721,799 reactions and 888 catalyst types from USPTO. Task: Predict which catalyst facilitates the given reaction. (1) The catalyst class is: 6. Reactant: [F:1][C:2]1[CH:7]=[CH:6][CH:5]=[C:4]([F:8])[C:3]=1[N:9]1[C:14]2[N:15]=[C:16]([NH:27][CH2:28][CH2:29][C:30]([NH:32][OH:33])=[NH:31])[N:17]=[C:18]([C:19]3[CH:24]=[CH:23][C:22]([F:25])=[CH:21][C:20]=3[CH3:26])[C:13]=2[CH:12]=[CH:11][C:10]1=[O:34].N1C=CC=CC=1.Cl[C:42](OCC(CC)CCCC)=[O:43]. Product: [F:1][C:2]1[CH:7]=[CH:6][CH:5]=[C:4]([F:8])[C:3]=1[N:9]1[C:14]2[N:15]=[C:16]([NH:27][CH2:28][CH2:29][C:30]3[NH:31][C:42](=[O:43])[O:33][N:32]=3)[N:17]=[C:18]([C:19]3[CH:24]=[CH:23][C:22]([F:25])=[CH:21][C:20]=3[CH3:26])[C:13]=2[CH:12]=[CH:11][C:10]1=[O:34]. (2) Reactant: [Br:1][C:2]1[CH:3]=[CH:4][C:5]([F:9])=[C:6]([OH:8])[CH:7]=1.[CH3:10][N:11]1[CH:15]=[C:14]([CH2:16]O)[N:13]=[N:12]1.C1(P(C2C=CC=CC=2)C2C=CC=CC=2)C=CC=CC=1.N(C(OC(C)C)=O)=NC(OC(C)C)=O. Product: [Br:1][C:2]1[CH:3]=[CH:4][C:5]([F:9])=[C:6]([CH:7]=1)[O:8][CH2:16][C:14]1[N:13]=[N:12][N:11]([CH3:10])[CH:15]=1. The catalyst class is: 506. (3) Reactant: C(N(CC)C(C)C)(C)C.Cl[C:11]1[O:12][C:13]2[C:19]([O:20][CH3:21])=[CH:18][C:17]([C:22]([O:24][CH3:25])=[O:23])=[CH:16][C:14]=2[N:15]=1.Cl.Cl.[Cl:28][C:29]1[CH:34]=[CH:33][N:32]=[C:31]([CH2:35][NH2:36])[CH:30]=1. Product: [Cl:28][C:29]1[CH:34]=[CH:33][N:32]=[C:31]([CH2:35][NH:36][C:11]2[O:12][C:13]3[C:19]([O:20][CH3:21])=[CH:18][C:17]([C:22]([O:24][CH3:25])=[O:23])=[CH:16][C:14]=3[N:15]=2)[CH:30]=1. The catalyst class is: 12.